This data is from Catalyst prediction with 721,799 reactions and 888 catalyst types from USPTO. The task is: Predict which catalyst facilitates the given reaction. (1) Reactant: C(N(CC)CC)C.[C:8]1([CH3:46])[CH:13]=[C:12]([CH3:14])[CH:11]=[C:10]([CH3:15])[C:9]=1[C:16]1[C:17]([C:37]2C(C)=CC(C)=CC=2C)=[N:18][N:19]2[C:24]3[NH:25][CH2:26][CH2:27][C:23]=3[C:22]([C:28]3C(C)=CC(C)=CC=3C)=[N:21][C:20]=12.[C:47](Cl)(=[O:51])[CH2:48][CH2:49][CH3:50].O. Product: [C:10]1([CH3:15])[CH:11]=[C:12]([CH3:14])[CH:13]=[C:8]([CH3:46])[C:9]=1[C:16]1[C:17]([CH3:37])=[N:18][N:19]2[C:24]3[N:25]([C:47](=[O:51])[CH2:48][CH2:49][CH3:50])[CH2:26][CH2:27][C:23]=3[C:22]([CH3:28])=[N:21][C:20]=12. The catalyst class is: 4. (2) The catalyst class is: 7. Reactant: [Cl:1][CH2:2][C:3](Cl)=[O:4].Cl.[CH2:7]([NH2:11])[CH2:8][C:9]#[CH:10].C(N(CC)CC)C.C(OCC)C. Product: [CH2:7]([NH:11][C:3](=[O:4])[CH2:2][Cl:1])[CH2:8][C:9]#[CH:10]. (3) Reactant: [O:1]1[CH2:4][C:3](=O)[CH2:2]1.[CH2:6]([O:8][C:9]([CH:11]=P(C1C=CC=CC=1)(C1C=CC=CC=1)C1C=CC=CC=1)=[O:10])[CH3:7]. Product: [O:1]1[CH2:2][C:3](=[CH:11][C:9]([O:8][CH2:6][CH3:7])=[O:10])[CH2:4]1. The catalyst class is: 2. (4) Reactant: [CH3:1][O:2][C:3]1[CH:12]=[CH:11][C:10]2[C:5](=[CH:6][CH:7]=[CH:8][CH:9]=2)[C:4]=1[C:13]([OH:15])=O.C(Cl)(=O)C(Cl)=O.[CH2:22]([CH2:24][NH2:25])[OH:23].C(N(CC)CC)C.Cl. Product: [OH:23][CH2:22][CH2:24][NH:25][C:13]([C:4]1[C:5]2[C:10](=[CH:9][CH:8]=[CH:7][CH:6]=2)[CH:11]=[CH:12][C:3]=1[O:2][CH3:1])=[O:15]. The catalyst class is: 4. (5) Reactant: [Cl:1][C:2]1[CH:7]=[CH:6][C:5]([N:8]=[C:9]=[O:10])=[CH:4][C:3]=1[C:11]([F:14])([F:13])[F:12].[NH2:15][C:16]1[CH:35]=[CH:34][C:19]([O:20][C:21]2[CH:26]=[CH:25][N:24]=[C:23]([C:27]([O:29][C:30]([CH3:33])([CH3:32])[CH3:31])=[O:28])[CH:22]=2)=[CH:18][C:17]=1[F:36]. Product: [Cl:1][C:2]1[CH:7]=[CH:6][C:5]([NH:8][C:9](=[O:10])[NH:15][C:16]2[CH:35]=[CH:34][C:19]([O:20][C:21]3[CH:26]=[CH:25][N:24]=[C:23]([C:27]([O:29][C:30]([CH3:32])([CH3:33])[CH3:31])=[O:28])[CH:22]=3)=[CH:18][C:17]=2[F:36])=[CH:4][C:3]=1[C:11]([F:12])([F:13])[F:14]. The catalyst class is: 4. (6) The catalyst class is: 16. Reactant: Cl[CH2:2][C:3]1[CH:8]=[CH:7][C:6]([O:9][CH:10]([F:12])[F:11])=[C:5]([O:13][CH3:14])[CH:4]=1.[C-:15]#[N:16].[Na+].O. Product: [F:11][CH:10]([F:12])[O:9][C:6]1[CH:7]=[CH:8][C:3]([CH2:2][C:15]#[N:16])=[CH:4][C:5]=1[O:13][CH3:14]. (7) Reactant: [O:1]=[C:2]1[CH2:7][NH:6][CH2:5][CH2:4][N:3]1[CH2:8][C:9]([O:11][CH2:12][CH3:13])=[O:10].CCN(C(C)C)C(C)C.Cl[C:24]([O:26][C:27]1[CH:32]=[CH:31][C:30]([N+:33]([O-:35])=[O:34])=[CH:29][CH:28]=1)=[O:25]. Product: [CH2:12]([O:11][C:9](=[O:10])[CH2:8][N:3]1[CH2:4][CH2:5][N:6]([C:24]([O:26][C:27]2[CH:28]=[CH:29][C:30]([N+:33]([O-:35])=[O:34])=[CH:31][CH:32]=2)=[O:25])[CH2:7][C:2]1=[O:1])[CH3:13]. The catalyst class is: 448. (8) Reactant: [F:1][C:2]1[C:3]([C:14](Cl)=[N:15][OH:16])=[CH:4][C:5]2[C:9]([CH3:11])([CH3:10])[O:8][B:7]([OH:12])[C:6]=2[CH:13]=1.[Cl:18][C:19]1[CH:24]=[C:23]([C:25]([C:27]([F:30])([F:29])[F:28])=[CH2:26])[CH:22]=[C:21]([Cl:31])[C:20]=1[Cl:32]. Product: [F:1][C:2]1[C:3]([C:14]2[CH2:26][C:25]([C:23]3[CH:22]=[C:21]([Cl:31])[C:20]([Cl:32])=[C:19]([Cl:18])[CH:24]=3)([C:27]([F:30])([F:29])[F:28])[O:16][N:15]=2)=[CH:4][C:5]2[C:9]([CH3:11])([CH3:10])[O:8][B:7]([OH:12])[C:6]=2[CH:13]=1. The catalyst class is: 3.